This data is from Forward reaction prediction with 1.9M reactions from USPTO patents (1976-2016). The task is: Predict the product of the given reaction. (1) Given the reactants [C:1]1([C@H:7]2[C@@H:11]([C:12]3[CH:17]=[CH:16][CH:15]=[CH:14][CH:13]=3)[NH:10][C:9](=[S:18])[NH:8]2)[CH:6]=[CH:5][CH:4]=[CH:3][CH:2]=1.[CH3:19][C:20]1[C:27]([CH3:28])=[CH:26][C:25]([CH3:29])=[C:24]([CH3:30])[C:21]=1[CH2:22][Cl:23], predict the reaction product. The product is: [ClH:23].[CH3:30][C:24]1[C:25]([CH3:29])=[CH:26][C:27]([CH3:28])=[C:20]([CH3:19])[C:21]=1[CH2:22][S:18][C:9]1[NH:8][C@H:7]([C:1]2[CH:2]=[CH:3][CH:4]=[CH:5][CH:6]=2)[C@H:11]([C:12]2[CH:13]=[CH:14][CH:15]=[CH:16][CH:17]=2)[N:10]=1. (2) The product is: [CH3:22][C:21]1[C:16]([N:13]2[CH2:14][CH2:15][N:10]([C:8]([C:5]3[N:6]=[CH:7][C:2]([N:26]4[C@H:25]([CH3:24])[CH2:29][O:28][C:27]4=[O:30])=[CH:3][CH:4]=3)=[O:9])[CH2:11][CH2:12]2)=[N:17][CH:18]=[C:19]([CH3:23])[CH:20]=1. Given the reactants Br[C:2]1[CH:3]=[CH:4][C:5]([C:8]([N:10]2[CH2:15][CH2:14][N:13]([C:16]3[C:21]([CH3:22])=[CH:20][C:19]([CH3:23])=[CH:18][N:17]=3)[CH2:12][CH2:11]2)=[O:9])=[N:6][CH:7]=1.[CH3:24][C@@H:25]1[CH2:29][O:28][C:27](=[O:30])[NH:26]1, predict the reaction product. (3) Given the reactants C([N:8]1[CH2:13][CH2:12][N:11]([C:14]2[C:23]3[C:18](=[CH:19][C:20]([CH3:24])=[CH:21][CH:22]=3)[N:17]=[C:16]([C:25]3[CH:30]=[CH:29][CH:28]=[CH:27][C:26]=3[OH:31])[N:15]=2)[C@@H:10]([CH:32]([CH3:34])[CH3:33])[CH2:9]1)C1C=CC=CC=1.C([O-])=O.[NH4+], predict the reaction product. The product is: [CH:32]([C@H:10]1[CH2:9][NH:8][CH2:13][CH2:12][N:11]1[C:14]1[C:23]2[C:18](=[CH:19][C:20]([CH3:24])=[CH:21][CH:22]=2)[N:17]=[C:16]([C:25]2[CH:30]=[CH:29][CH:28]=[CH:27][C:26]=2[OH:31])[N:15]=1)([CH3:34])[CH3:33]. (4) Given the reactants Br[C:2]1[S:3][CH:4]=[CH:5][N:6]=1.[NH:7]1[CH2:13][CH2:12][CH2:11][NH:10][CH2:9][CH2:8]1, predict the reaction product. The product is: [S:3]1[CH:4]=[CH:5][N:6]=[C:2]1[N:7]1[CH2:13][CH2:12][CH2:11][NH:10][CH2:9][CH2:8]1. (5) Given the reactants Cl[C:2]1[N:7]=[CH:6][C:5]([C:8]2[CH:13]=[CH:12][N:11]=[C:10]([NH:14][C:15]3[CH:16]=[C:17]([NH:22][C:23](=[O:34])[C:24]4[CH:29]=[CH:28][CH:27]=[C:26]([C:30]([F:33])([F:32])[F:31])[CH:25]=4)[CH:18]=[CH:19][C:20]=3[CH3:21])[N:9]=2)=[CH:4][CH:3]=1.[N:35]1([CH2:41][CH2:42][CH2:43][NH2:44])[CH2:40][CH2:39][O:38][CH2:37][CH2:36]1, predict the reaction product. The product is: [CH3:21][C:20]1[CH:19]=[CH:18][C:17]([NH:22][C:23](=[O:34])[C:24]2[CH:29]=[CH:28][CH:27]=[C:26]([C:30]([F:33])([F:31])[F:32])[CH:25]=2)=[CH:16][C:15]=1[NH:14][C:10]1[N:9]=[C:8]([C:5]2[CH:6]=[N:7][C:2]([NH:44][CH2:43][CH2:42][CH2:41][N:35]3[CH2:40][CH2:39][O:38][CH2:37][CH2:36]3)=[CH:3][CH:4]=2)[CH:13]=[CH:12][N:11]=1.